Dataset: Catalyst prediction with 721,799 reactions and 888 catalyst types from USPTO. Task: Predict which catalyst facilitates the given reaction. (1) Reactant: [NH2:1][C:2]1[CH:11]=[CH:10][C:5]([O:6][CH2:7][CH2:8]O)=[CH:4][C:3]=1[N+:12]([O-:14])=[O:13].[CH3:15][C:16]([Si:19](Cl)([CH3:21])[CH3:20])([CH3:18])[CH3:17].N1C=CN=C1. Product: [C:16]([Si:19]([CH3:21])([CH3:20])[CH2:8][CH2:7][O:6][C:5]1[CH:10]=[CH:11][C:2]([NH2:1])=[C:3]([N+:12]([O-:14])=[O:13])[CH:4]=1)([CH3:18])([CH3:17])[CH3:15]. The catalyst class is: 3. (2) Reactant: [CH3:1][C:2]1[N:25]([CH3:26])[C:5]2[CH:6]=[C:7]([C:22]([OH:24])=O)[C:8]3[CH2:9][CH2:10][C:11]4([NH:20][C:21]=3[C:4]=2[N:3]=1)[CH2:19][C:18]1[C:13](=[CH:14][CH:15]=[CH:16][CH:17]=1)[CH2:12]4.[CH3:27][NH:28][CH3:29]. Product: [CH3:27][N:28]([CH3:29])[C:22]([C:7]1[C:8]2[CH2:9][CH2:10][C:11]3([NH:20][C:21]=2[C:4]2[N:3]=[C:2]([CH3:1])[N:25]([CH3:26])[C:5]=2[CH:6]=1)[CH2:19][C:18]1[C:13](=[CH:14][CH:15]=[CH:16][CH:17]=1)[CH2:12]3)=[O:24]. The catalyst class is: 9.